This data is from Peptide-MHC class I binding affinity with 185,985 pairs from IEDB/IMGT. The task is: Regression. Given a peptide amino acid sequence and an MHC pseudo amino acid sequence, predict their binding affinity value. This is MHC class I binding data. (1) The binding affinity (normalized) is 0.0847. The peptide sequence is TMNSRYYLV. The MHC is HLA-A25:01 with pseudo-sequence HLA-A25:01. (2) The peptide sequence is WGKEAVNHF. The MHC is HLA-A02:12 with pseudo-sequence HLA-A02:12. The binding affinity (normalized) is 0.0847. (3) The peptide sequence is HPKLRPILL. The MHC is HLA-B58:01 with pseudo-sequence HLA-B58:01. The binding affinity (normalized) is 0.0847.